Dataset: Reaction yield outcomes from USPTO patents with 853,638 reactions. Task: Predict the reaction yield, written as a fraction of the theoretical maximum amount of product (1.0 means a 100% yield; for example, 0.34 means a 34% yield). The reactants are [N:1]([CH2:4][C@H:5]1[CH2:14][CH2:13][C:12]2[C:7](=[C:8]([C:16]3[CH:21]=[CH:20][C:19]([Cl:22])=[CH:18][C:17]=3[CH3:23])[C:9]([F:15])=[CH:10][CH:11]=2)[O:6]1)=[N+]=[N-].C1(P(C2C=CC=CC=2)C2C=CC=CC=2)C=CC=CC=1. The catalyst is C1COCC1.O. The product is [ClH:22].[Cl:22][C:19]1[CH:20]=[CH:21][C:16]([C:8]2[C:9]([F:15])=[CH:10][CH:11]=[C:12]3[C:7]=2[O:6][C@@H:5]([CH2:4][NH2:1])[CH2:14][CH2:13]3)=[C:17]([CH3:23])[CH:18]=1. The yield is 0.690.